Dataset: Forward reaction prediction with 1.9M reactions from USPTO patents (1976-2016). Task: Predict the product of the given reaction. (1) Given the reactants [OH-].[Na+].[C:3]([C:5]1[C:13]2[C:8](=[CH:9][CH:10]=[C:11]([C:14]([O:16]C)=[O:15])[CH:12]=2)[N:7]([CH:18]2[CH2:23][CH2:22][CH2:21][CH2:20][O:19]2)[N:6]=1)#[CH:4].Cl, predict the reaction product. The product is: [C:3]([C:5]1[C:13]2[C:8](=[CH:9][CH:10]=[C:11]([C:14]([OH:16])=[O:15])[CH:12]=2)[N:7]([CH:18]2[CH2:23][CH2:22][CH2:21][CH2:20][O:19]2)[N:6]=1)#[CH:4]. (2) Given the reactants [CH3:1][C:2]1[O:6][N:5]=[C:4]([C:7]2[CH:12]=[CH:11][CH:10]=[CH:9][N:8]=2)[C:3]=1[CH2:13][O:14][C:15]1[CH:16]=[CH:17][C:18]([C:21]([OH:23])=O)=[N:19][CH:20]=1.[NH2:24][CH:25]([CH2:28][CH3:29])[CH2:26][OH:27], predict the reaction product. The product is: [OH:27][CH2:26][CH:25]([NH:24][C:21]([C:18]1[CH:17]=[CH:16][C:15]([O:14][CH2:13][C:3]2[C:4]([C:7]3[CH:12]=[CH:11][CH:10]=[CH:9][N:8]=3)=[N:5][O:6][C:2]=2[CH3:1])=[CH:20][N:19]=1)=[O:23])[CH2:28][CH3:29].